Dataset: Catalyst prediction with 721,799 reactions and 888 catalyst types from USPTO. Task: Predict which catalyst facilitates the given reaction. Reactant: [NH2:1][C:2]1[N:11]=[C:10]([NH2:12])[C:9]2[C:4](=[N:5][CH:6]=[C:7]([CH2:13][N:14]([CH3:88])[C:15]3[CH:20]=[CH:19][C:18]([C:21]([NH:23][C@@H:24]([CH2:32][CH2:33][C:34](=[O:87])[NH:35][CH2:36][CH2:37][O:38][CH2:39][CH2:40][O:41][CH2:42][CH2:43][O:44][CH2:45][CH2:46][O:47][CH2:48][CH2:49][O:50][CH2:51][CH2:52][NH:53][C:54](=[O:86])[CH2:55][O:56][C:57]4[CH:62]=[CH:61][C:60]([C:63]5[NH:67][N:66]=[C:65]6[C:68]7[CH:69]=[CH:70][CH:71]=[C:72]([NH:76][C:77]([NH:79][N:80]8[CH2:85][CH2:84][O:83][CH2:82][CH2:81]8)=[O:78])[C:73]=7[C:74](=[O:75])[C:64]=56)=[CH:59][CH:58]=4)[C:25]([O:27]C(C)(C)C)=[O:26])=[O:22])=[CH:17][CH:16]=3)[N:8]=2)[N:3]=1.C(O)(C(F)(F)F)=O.S(C)C. Product: [NH2:1][C:2]1[N:11]=[C:10]([NH2:12])[C:9]2[C:4](=[N:5][CH:6]=[C:7]([CH2:13][N:14]([CH3:88])[C:15]3[CH:16]=[CH:17][C:18]([C:21]([NH:23][C@@H:24]([CH2:32][CH2:33][C:34](=[O:87])[NH:35][CH2:36][CH2:37][O:38][CH2:39][CH2:40][O:41][CH2:42][CH2:43][O:44][CH2:45][CH2:46][O:47][CH2:48][CH2:49][O:50][CH2:51][CH2:52][NH:53][C:54](=[O:86])[CH2:55][O:56][C:57]4[CH:62]=[CH:61][C:60]([C:63]5[NH:67][N:66]=[C:65]6[C:68]7[CH:69]=[CH:70][CH:71]=[C:72]([NH:76][C:77]([NH:79][N:80]8[CH2:85][CH2:84][O:83][CH2:82][CH2:81]8)=[O:78])[C:73]=7[C:74](=[O:75])[C:64]=56)=[CH:59][CH:58]=4)[C:25]([OH:27])=[O:26])=[O:22])=[CH:19][CH:20]=3)[N:8]=2)[N:3]=1. The catalyst class is: 2.